Dataset: Full USPTO retrosynthesis dataset with 1.9M reactions from patents (1976-2016). Task: Predict the reactants needed to synthesize the given product. (1) Given the product [CH:33]1([CH:28]([O:27][C:25](=[O:26])[NH:1][C:2]2[CH:7]=[CH:6][C:5]([C:8]3[N:9]([CH:20]4[CH2:21][CH2:22][CH2:23]4)[C:10]4[C:15]([C:16]=3[C:17]#[N:18])=[CH:14][CH:13]=[C:12]([OH:19])[CH:11]=4)=[CH:4][CH:3]=2)[CH3:29])[CH2:32][CH2:31]1, predict the reactants needed to synthesize it. The reactants are: [NH2:1][C:2]1[CH:7]=[CH:6][C:5]([C:8]2[N:9]([CH:20]3[CH2:23][CH2:22][CH2:21]3)[C:10]3[C:15]([C:16]=2[C:17]#[N:18])=[CH:14][CH:13]=[C:12]([OH:19])[CH:11]=3)=[CH:4][CH:3]=1.Cl[C:25]([O:27][C:28]1[CH:33]=[CH:32][C:31]([N+]([O-])=O)=C[CH:29]=1)=[O:26].C1(C(C)O)CC1. (2) The reactants are: [Br:1][C:2]1[N:7]=[C:6]([C@:8]([NH:20]S(C2C=CC([N+]([O-])=O)=CC=2)(=O)=O)([CH3:19])[CH2:9][O:10][C@@:11]([C:17]#[N:18])([CH3:16])[C:12]([F:15])([F:14])[F:13])[C:5]([F:33])=[CH:4][CH:3]=1.C(N[C@H](C(O)=O)CS)(=O)C.C([O-])([O-])=O.[K+].[K+]. Given the product [Br:1][C:2]1[N:7]=[C:6]([C@:8]2([CH3:19])[CH2:9][O:10][C@@:11]([CH3:16])([C:12]([F:15])([F:14])[F:13])[C:17]([NH2:18])=[N:20]2)[C:5]([F:33])=[CH:4][CH:3]=1, predict the reactants needed to synthesize it.